From a dataset of Full USPTO retrosynthesis dataset with 1.9M reactions from patents (1976-2016). Predict the reactants needed to synthesize the given product. (1) The reactants are: CS[C:3]1[S:4]/[C:5](=[CH:9]\[C:10]2[CH:11]=[C:12]3[C:17](=[CH:18][CH:19]=2)[N:16]=[CH:15][CH:14]=[CH:13]3)/[C:6](=[O:8])[N:7]=1.[N:20]1[CH:25]=[CH:24][CH:23]=[CH:22][C:21]=1[CH2:26][NH2:27].CCN(C(C)C)C(C)C. Given the product [N:20]1[CH:25]=[CH:24][CH:23]=[CH:22][C:21]=1[CH2:26][NH:27][C:3]1[S:4]/[C:5](=[CH:9]\[C:10]2[CH:11]=[C:12]3[C:17](=[CH:18][CH:19]=2)[N:16]=[CH:15][CH:14]=[CH:13]3)/[C:6](=[O:8])[N:7]=1, predict the reactants needed to synthesize it. (2) Given the product [I:28][C:18]1[CH:17]=[N:16][C:15]([NH2:19])=[C:14]2[O:20][C:11]([C:6]3[CH:7]=[CH:8][CH:9]=[C:10]4[C:5]=3[CH:4]=[CH:3][N:2]=[CH:1]4)=[CH:12][C:13]=12, predict the reactants needed to synthesize it. The reactants are: [CH:1]1[C:10]2[C:5](=[C:6]([C:11]3[O:20][C:14]4=[C:15]([NH2:19])[N:16]=[CH:17][CH:18]=[C:13]4[CH:12]=3)[CH:7]=[CH:8][CH:9]=2)[CH:4]=[CH:3][N:2]=1.C1C(=O)N([I:28])C(=O)C1. (3) Given the product [C:4]([C:6]1[O:7][C:8]([CH2:11][N:12]2[N:16]=[C:15]([NH:17][C:18]([C:20]3[N:21]=[C:22]([CH3:32])[O:23][C:24]=3[C:25]3[CH:26]=[C:27]([CH3:31])[CH:28]=[CH:29][CH:30]=3)=[O:19])[CH:14]=[N:13]2)=[CH:9][N:10]=1)(=[O:3])[CH3:5], predict the reactants needed to synthesize it. The reactants are: N#N.[OH:3][CH:4]([C:6]1[O:7][C:8]([CH2:11][N:12]2[N:16]=[C:15]([NH:17][C:18]([C:20]3[N:21]=[C:22]([CH3:32])[O:23][C:24]=3[C:25]3[CH:26]=[C:27]([CH3:31])[CH:28]=[CH:29][CH:30]=3)=[O:19])[CH:14]=[N:13]2)=[CH:9][N:10]=1)[CH3:5]. (4) Given the product [Cl:13][C:14]1[CH:15]=[CH:16][C:17]([C:20]2[C:24]([C:25]([C:2]3[CH:3]=[N:4][CH:5]=[CH:6][CH:7]=3)([OH:27])[CH3:26])=[C:23]([C:28]3[CH:29]=[CH:30][CH:31]=[CH:32][CH:33]=3)[O:22][N:21]=2)=[CH:18][CH:19]=1, predict the reactants needed to synthesize it. The reactants are: Br[C:2]1[CH:3]=[N:4][CH:5]=[CH:6][CH:7]=1.C([Li])CCC.[Cl:13][C:14]1[CH:19]=[CH:18][C:17]([C:20]2[C:24]([C:25](=[O:27])[CH3:26])=[C:23]([C:28]3[CH:33]=[CH:32][CH:31]=[CH:30][CH:29]=3)[O:22][N:21]=2)=[CH:16][CH:15]=1. (5) Given the product [C:15]1([S:21]([CH2:24][C:25]2([C:9]3[CH:10]=[CH:11][C:6]([CH2:5][CH2:4][OH:3])=[CH:7][CH:8]=3)[CH2:28][O:27][CH2:26]2)(=[O:23])=[O:22])[CH:16]=[CH:17][CH:18]=[CH:19][CH:20]=1, predict the reactants needed to synthesize it. The reactants are: [OH-].[K+].[OH:3][CH2:4][CH2:5][C:6]1[CH:11]=[CH:10][C:9](B(O)O)=[CH:8][CH:7]=1.[C:15]1([S:21]([CH:24]=[C:25]2[CH2:28][O:27][CH2:26]2)(=[O:23])=[O:22])[CH:20]=[CH:19][CH:18]=[CH:17][CH:16]=1. (6) Given the product [C:24]1([C:30]2[N:31]=[C:32]([N:35]3[CH2:40][CH2:39][N:38]([C:8]([NH:7][C:16]4[CH:17]=[N:18][CH:19]=[CH:20][CH:21]=4)=[O:10])[CH2:37][CH2:36]3)[S:33][CH:34]=2)[CH:25]=[CH:26][CH:27]=[CH:28][CH:29]=1, predict the reactants needed to synthesize it. The reactants are: ClC(Cl)(Cl)COC([N:7]([C:16]1[CH:17]=[N:18][CH:19]=[CH:20][CH:21]=1)[C:8]([O:10]CC(Cl)(Cl)Cl)=O)=O.[C:24]1([C:30]2[N:31]=[C:32]([N:35]3[CH2:40][CH2:39][NH:38][CH2:37][CH2:36]3)[S:33][CH:34]=2)[CH:29]=[CH:28][CH:27]=[CH:26][CH:25]=1.C(N(C(C)C)CC)(C)C.O. (7) Given the product [O:24]1[CH2:25][CH2:26][CH2:27][CH2:28][CH:23]1[N:14]1[C:15]2[C:20](=[CH:19][C:18]([C:21]#[N:22])=[CH:17][CH:16]=2)[C:12]([C:7]2[CH:6]=[CH:5][C:4]3[C:9](=[CH:10][CH:11]=[C:2]([O:1][CH2:42][CH2:47][C:46]4[CH:45]=[CH:44][CH:43]=[CH:51][N:53]=4)[CH:3]=3)[CH:8]=2)=[N:13]1, predict the reactants needed to synthesize it. The reactants are: [OH:1][C:2]1[CH:3]=[C:4]2[C:9](=[CH:10][CH:11]=1)[CH:8]=[C:7]([C:12]1[C:20]3[C:15](=[CH:16][CH:17]=[C:18]([C:21]#[N:22])[CH:19]=3)[N:14]([CH:23]3[CH2:28][CH2:27][CH2:26][CH2:25][O:24]3)[N:13]=1)[CH:6]=[CH:5]2.[C:42]1(P([C:42]2[CH:47]=[CH:46][CH:45]=[CH:44][CH:43]=2)[C:42]2[CH:47]=[CH:46][CH:45]=[CH:44][CH:43]=2)[CH:47]=[CH:46][CH:45]=[CH:44][CH:43]=1.CCO[C:51](/[N:53]=N/C(OCC)=O)=O. (8) Given the product [C:1]([NH:4][C:5]1[CH:10]=[CH:9][C:8]([C:15]2[CH:16]=[CH:17][C:18]([NH:21][C:22]([C:24]3[N:28]([C:29]4[CH:34]=[CH:33][CH:32]=[CH:31][C:30]=4[Cl:35])[N:27]=[C:26]([C:36]([F:37])([F:38])[F:39])[CH:25]=3)=[O:23])=[CH:19][CH:20]=2)=[CH:7][CH:6]=1)(=[O:3])[CH3:2], predict the reactants needed to synthesize it. The reactants are: [C:1]([NH:4][C:5]1[CH:10]=[CH:9][C:8](B(O)O)=[CH:7][CH:6]=1)(=[O:3])[CH3:2].Br[C:15]1[CH:20]=[CH:19][C:18]([NH:21][C:22]([C:24]2[N:28]([C:29]3[CH:34]=[CH:33][CH:32]=[CH:31][C:30]=3[Cl:35])[N:27]=[C:26]([C:36]([F:39])([F:38])[F:37])[CH:25]=2)=[O:23])=[CH:17][CH:16]=1.C(O)C. (9) Given the product [F:36][C:35]([F:37])([F:38])[C:32]1[CH:31]=[CH:30][C:29]([C:26]2[CH:27]=[CH:28][C:23]([O:22][CH2:21][CH:14]([C:11]3[CH:10]=[CH:9][C:8]([C:7]([NH:6][CH2:5][CH2:4][C:3]([OH:40])=[O:2])=[O:39])=[CH:13][CH:12]=3)[CH2:15][CH2:16][CH2:17][CH2:18][CH2:19][CH3:20])=[CH:24][CH:25]=2)=[CH:34][CH:33]=1, predict the reactants needed to synthesize it. The reactants are: C[O:2][C:3](=[O:40])[CH2:4][CH2:5][NH:6][C:7](=[O:39])[C:8]1[CH:13]=[CH:12][C:11]([CH:14]([CH2:21][O:22][C:23]2[CH:28]=[CH:27][C:26]([C:29]3[CH:34]=[CH:33][C:32]([C:35]([F:38])([F:37])[F:36])=[CH:31][CH:30]=3)=[CH:25][CH:24]=2)[CH2:15][CH2:16][CH2:17][CH2:18][CH2:19][CH3:20])=[CH:10][CH:9]=1.[OH-].[Na+].Cl. (10) Given the product [C:8]([N:12]1[CH2:13][CH2:14][N:15]([C:18]2[C:25]([F:26])=[CH:24][C:23]([F:27])=[CH:22][C:19]=2[CH:20]2[N:5]([CH2:4][CH2:3][C:2]([CH3:7])([CH3:6])[CH3:1])[C:30](=[O:31])[C@H:29]([CH2:33][C:34]([OH:36])=[O:35])[S:28]2)[CH2:16][CH2:17]1)([CH3:11])([CH3:10])[CH3:9], predict the reactants needed to synthesize it. The reactants are: [CH3:1][C:2]([CH3:7])([CH3:6])[CH2:3][CH2:4][NH2:5].[C:8]([N:12]1[CH2:17][CH2:16][N:15]([C:18]2[C:25]([F:26])=[CH:24][C:23]([F:27])=[CH:22][C:19]=2[CH:20]=O)[CH2:14][CH2:13]1)([CH3:11])([CH3:10])[CH3:9].[SH:28][C@@H:29]([CH2:33][C:34]([OH:36])=[O:35])[C:30](O)=[O:31].